From a dataset of NCI-60 drug combinations with 297,098 pairs across 59 cell lines. Regression. Given two drug SMILES strings and cell line genomic features, predict the synergy score measuring deviation from expected non-interaction effect. (1) Drug 1: C1CCN(CC1)CCOC2=CC=C(C=C2)C(=O)C3=C(SC4=C3C=CC(=C4)O)C5=CC=C(C=C5)O. Drug 2: C1=NC2=C(N=C(N=C2N1C3C(C(C(O3)CO)O)F)Cl)N. Cell line: MDA-MB-231. Synergy scores: CSS=43.5, Synergy_ZIP=2.12, Synergy_Bliss=-1.10, Synergy_Loewe=-20.2, Synergy_HSA=-4.00. (2) Drug 1: C1=CC(=CC=C1CCCC(=O)O)N(CCCl)CCCl. Drug 2: CC(C)NC(=O)C1=CC=C(C=C1)CNNC.Cl. Cell line: LOX IMVI. Synergy scores: CSS=28.2, Synergy_ZIP=-11.5, Synergy_Bliss=-6.19, Synergy_Loewe=-6.24, Synergy_HSA=-2.86. (3) Drug 2: CN(C(=O)NC(C=O)C(C(C(CO)O)O)O)N=O. Synergy scores: CSS=26.3, Synergy_ZIP=2.69, Synergy_Bliss=7.30, Synergy_Loewe=-25.7, Synergy_HSA=3.24. Drug 1: CC1=C2C(C(=O)C3(C(CC4C(C3C(C(C2(C)C)(CC1OC(=O)C(C(C5=CC=CC=C5)NC(=O)C6=CC=CC=C6)O)O)OC(=O)C7=CC=CC=C7)(CO4)OC(=O)C)O)C)OC(=O)C. Cell line: U251. (4) Drug 1: CC(C)(C#N)C1=CC(=CC(=C1)CN2C=NC=N2)C(C)(C)C#N. Drug 2: CC1=C(C=C(C=C1)C(=O)NC2=CC(=CC(=C2)C(F)(F)F)N3C=C(N=C3)C)NC4=NC=CC(=N4)C5=CN=CC=C5. Cell line: MOLT-4. Synergy scores: CSS=-1.82, Synergy_ZIP=2.31, Synergy_Bliss=2.99, Synergy_Loewe=1.81, Synergy_HSA=-0.561. (5) Drug 1: C1=NC2=C(N=C(N=C2N1C3C(C(C(O3)CO)O)O)F)N. Drug 2: CC1=C(N=C(N=C1N)C(CC(=O)N)NCC(C(=O)N)N)C(=O)NC(C(C2=CN=CN2)OC3C(C(C(C(O3)CO)O)O)OC4C(C(C(C(O4)CO)O)OC(=O)N)O)C(=O)NC(C)C(C(C)C(=O)NC(C(C)O)C(=O)NCCC5=NC(=CS5)C6=NC(=CS6)C(=O)NCCC[S+](C)C)O. Cell line: OVCAR-4. Synergy scores: CSS=10.8, Synergy_ZIP=-1.64, Synergy_Bliss=2.18, Synergy_Loewe=-1.24, Synergy_HSA=2.29. (6) Drug 1: CC1C(C(CC(O1)OC2CC(CC3=C2C(=C4C(=C3O)C(=O)C5=C(C4=O)C(=CC=C5)OC)O)(C(=O)C)O)N)O.Cl. Drug 2: C1CCC(C(C1)N)N.C(=O)(C(=O)[O-])[O-].[Pt+4]. Cell line: UACC-257. Synergy scores: CSS=3.08, Synergy_ZIP=4.58, Synergy_Bliss=2.83, Synergy_Loewe=-2.08, Synergy_HSA=0.302. (7) Drug 1: CC1=C(C=C(C=C1)NC2=NC=CC(=N2)N(C)C3=CC4=NN(C(=C4C=C3)C)C)S(=O)(=O)N.Cl. Drug 2: C1C(C(OC1N2C=NC3=C2NC=NCC3O)CO)O. Cell line: HT29. Synergy scores: CSS=-2.80, Synergy_ZIP=3.05, Synergy_Bliss=2.88, Synergy_Loewe=-0.228, Synergy_HSA=-0.664. (8) Drug 1: CCCS(=O)(=O)NC1=C(C(=C(C=C1)F)C(=O)C2=CNC3=C2C=C(C=N3)C4=CC=C(C=C4)Cl)F. Drug 2: CN(C)N=NC1=C(NC=N1)C(=O)N. Cell line: TK-10. Synergy scores: CSS=7.64, Synergy_ZIP=-1.69, Synergy_Bliss=0.850, Synergy_Loewe=-3.61, Synergy_HSA=-0.565. (9) Drug 1: CC1=C2C(C(=O)C3(C(CC4C(C3C(C(C2(C)C)(CC1OC(=O)C(C(C5=CC=CC=C5)NC(=O)OC(C)(C)C)O)O)OC(=O)C6=CC=CC=C6)(CO4)OC(=O)C)O)C)O. Drug 2: CCC1(C2=C(COC1=O)C(=O)N3CC4=CC5=C(C=CC(=C5CN(C)C)O)N=C4C3=C2)O.Cl. Cell line: NCI-H522. Synergy scores: CSS=24.4, Synergy_ZIP=-8.55, Synergy_Bliss=-14.2, Synergy_Loewe=-16.2, Synergy_HSA=-13.0.